From a dataset of Full USPTO retrosynthesis dataset with 1.9M reactions from patents (1976-2016). Predict the reactants needed to synthesize the given product. (1) The reactants are: [NH2:1][C@H:2]([C:6]([S:9][CH2:10][CH2:11][CH2:12][OH:13])([CH3:8])[CH3:7])[C:3]([OH:5])=[O:4].[CH2:14](N(CC)CC)[CH3:15].C(O[C:26]1[CH:31]=CC=[CH:28][C:27]=1[S:32](Cl)(=[O:34])=[O:33])#CCC.Cl.O1[CH2:42][CH2:41][O:40][CH2:39][CH2:38]1.O. Given the product [CH2:39]([O:40][C:41]1[CH:42]=[CH:28][C:27]([S:32]([NH:1][C@H:2]([C:6]([S:9][CH2:10][CH2:11][CH2:12][OH:13])([CH3:8])[CH3:7])[C:3]([OH:5])=[O:4])(=[O:34])=[O:33])=[CH:26][CH:31]=1)[C:38]#[C:14][CH3:15], predict the reactants needed to synthesize it. (2) Given the product [N:15]1([CH2:14][C@H:13]([C:20]2[CH:25]=[CH:24][CH:23]=[CH:22][CH:21]=2)[O:12][C:11]2[CH:10]=[CH:9][C:8]3[C:7](=[O:26])[CH2:6][CH2:5][CH2:4][C:3]=3[C:2]=2[NH:1][S:39]([C:33]2[CH:38]=[CH:37][CH:36]=[CH:35][CH:34]=2)(=[O:41])=[O:40])[CH:19]=[CH:18][N:17]=[CH:16]1, predict the reactants needed to synthesize it. The reactants are: [NH2:1][C:2]1[C:11]([O:12][C@@H:13]([C:20]2[CH:25]=[CH:24][CH:23]=[CH:22][CH:21]=2)[CH2:14][N:15]2[CH:19]=[CH:18][N:17]=[CH:16]2)=[CH:10][CH:9]=[C:8]2[C:3]=1[CH2:4][CH2:5][CH2:6][C:7]2=[O:26].N1C=CC=CC=1.[C:33]1([S:39](Cl)(=[O:41])=[O:40])[CH:38]=[CH:37][CH:36]=[CH:35][CH:34]=1. (3) The reactants are: O[C:2]([C:4](F)(F)F)=O.[NH2:8][C:9]1[C:18]2[C:13](=[CH:14][CH:15]=[C:16]([C:19]([OH:21])=[O:20])[CH:17]=2)[CH:12]=[CH:11][N:10]=1.S(Cl)([Cl:24])=O. Given the product [ClH:24].[NH2:8][C:9]1[C:18]2[C:13](=[CH:14][CH:15]=[C:16]([C:19]([O:21][CH2:2][CH3:4])=[O:20])[CH:17]=2)[CH:12]=[CH:11][N:10]=1, predict the reactants needed to synthesize it. (4) Given the product [CH2:17]([C:20]1[C:28]2[O:27][N:26]=[C:25]([C:29]([F:32])([F:31])[F:30])[C:24]=2[CH:23]=[CH:22][C:21]=1[O:33][CH2:34][CH2:35][CH2:36][N:10]1[CH2:11][C:12](=[O:39])[N:8]([CH2:7][C:6]2[CH:15]=[CH:16][C:3]([O:2][CH3:1])=[CH:4][CH:5]=2)[C:9]1=[O:14])[CH2:18][CH3:19], predict the reactants needed to synthesize it. The reactants are: [CH3:1][O:2][C:3]1[CH:16]=[CH:15][C:6]([CH2:7][N:8]2[CH2:12][C:11](=O)[NH:10][C:9]2=[O:14])=[CH:5][CH:4]=1.[CH2:17]([C:20]1[C:28]2[O:27][N:26]=[C:25]([C:29]([F:32])([F:31])[F:30])[C:24]=2[CH:23]=[CH:22][C:21]=1[O:33][CH2:34][CH2:35][CH2:36]Br)[CH2:18][CH3:19].C([O-])([O-])=[O:39].[Cs+].[Cs+].O. (5) The reactants are: [CH3:1][Si:2]([CH3:18])([CH3:17])[CH2:3][CH2:4][O:5][CH2:6][N:7]1[C:11]2[N:12]=[CH:13][N:14]=[C:15]([NH2:16])[C:10]=2[CH:9]=[CH:8]1.Br.Br[CH2:21][C:22]([C:24]1[CH:25]=[N:26][CH:27]=[CH:28][CH:29]=1)=O. Given the product [N:26]1[CH:27]=[CH:28][CH:29]=[C:24]([C:22]2[N:16]=[C:15]3[C:10]4[CH:9]=[CH:8][N:7]([CH2:6][O:5][CH2:4][CH2:3][Si:2]([CH3:18])([CH3:17])[CH3:1])[C:11]=4[N:12]=[CH:13][N:14]3[CH:21]=2)[CH:25]=1, predict the reactants needed to synthesize it. (6) Given the product [C:18]([O:17][C:15]([N:12]1[CH2:13][CH2:14][N:9]([C:6]2[CH:7]=[CH:8][C:3]([C:1]([OH:26])=[O:23])=[CH:4][C:5]=2[CH3:22])[CH2:10][CH2:11]1)=[O:16])([CH3:21])([CH3:20])[CH3:19], predict the reactants needed to synthesize it. The reactants are: [C:1]([C:3]1[CH:8]=[CH:7][C:6]([N:9]2[CH2:14][CH2:13][N:12]([C:15]([O:17][C:18]([CH3:21])([CH3:20])[CH3:19])=[O:16])[CH2:11][CH2:10]2)=[C:5]([CH3:22])[CH:4]=1)#N.[OH-:23].[Na+].Cl.[OH2:26]. (7) Given the product [Cl:1][C:2]1[CH:3]=[CH:4][C:5]([C:6]([N:8]2[CH2:14][C:13]3[CH:15]=[CH:16][C:17]([CH2:19][CH2:20][C:21]([O:23][CH2:41][CH3:42])=[O:22])=[CH:18][C:12]=3[N:11]([CH2:24][C:25]3[CH:30]=[CH:29][C:28]([C:31]([N:33]4[CH2:37][CH:36]=[CH:35][CH2:34]4)=[O:32])=[CH:27][CH:26]=3)[C:10](=[O:38])[CH2:9]2)=[O:7])=[CH:39][CH:40]=1, predict the reactants needed to synthesize it. The reactants are: [Cl:1][C:2]1[CH:40]=[CH:39][C:5]([C:6]([N:8]2[CH2:14][C:13]3[CH:15]=[CH:16][C:17]([CH2:19][CH2:20][C:21]([OH:23])=[O:22])=[CH:18][C:12]=3[N:11]([CH2:24][C:25]3[CH:30]=[CH:29][C:28]([C:31]([N:33]4[CH2:37][CH:36]=[CH:35][CH2:34]4)=[O:32])=[CH:27][CH:26]=3)[C:10](=[O:38])[CH2:9]2)=[O:7])=[CH:4][CH:3]=1.[CH2:41](N(CC)CC)[CH3:42].